This data is from Catalyst prediction with 721,799 reactions and 888 catalyst types from USPTO. The task is: Predict which catalyst facilitates the given reaction. Reactant: [Cl:1][C:2]1[CH:3]=[C:4]([NH:15][C:16](=[O:33])[C@@H:17]([NH:25]C(=O)OC(C)(C)C)[CH2:18][C:19]2[CH:24]=[CH:23][CH:22]=[CH:21][CH:20]=2)[CH:5]=[C:6]([C:8]2[CH:13]=[CH:12][N:11]=[C:10]([CH3:14])[CH:9]=2)[CH:7]=1.C(O)(C(F)(F)F)=O. Product: [NH2:25][C@@H:17]([CH2:18][C:19]1[CH:24]=[CH:23][CH:22]=[CH:21][CH:20]=1)[C:16]([NH:15][C:4]1[CH:5]=[C:6]([C:8]2[CH:13]=[CH:12][N:11]=[C:10]([CH3:14])[CH:9]=2)[CH:7]=[C:2]([Cl:1])[CH:3]=1)=[O:33]. The catalyst class is: 2.